This data is from Experimentally validated miRNA-target interactions with 360,000+ pairs, plus equal number of negative samples. The task is: Binary Classification. Given a miRNA mature sequence and a target amino acid sequence, predict their likelihood of interaction. (1) The miRNA is hsa-miR-1470 with sequence GCCCUCCGCCCGUGCACCCCG. The protein sequence of the target gene is MEDCLHTSSENLSKLVSWAHSHGTICSLIPNLKHLLSEGSHGNLTAMWGCSAGHAYHWPLTATCRAGSQERVCFQDNRSFNSDSPSIIGVPSETQTSPVERYPGRPVKAKLDCNRTRDSCDFSYCSEPSELDETVEEYEDENTLFDMVCESSVTDEDSDFEPQTQRPQSIARKRPGVVPSSLHSSSQTQMVDECSNDVIIKKIKQEIPEDYYIVANAELTGGVDGPALSLTQMAKPKPQTHAGPSCVGSAKLIPHVTSAISTELDPHGMSASPSVISRPIVQKTARVSLASPNRGPPGTH.... Result: 1 (interaction). (2) Result: 1 (interaction). The protein sequence of the target gene is MDDVPAPTPAPAPPAAAAPRVPFHCSECGKSFRYRSDLRRHFARHTALKPHACPRCGKGFKHSFNLANHLRSHTGERPYRCSACPKGFRDSTGLLHHQVVHTGEKPYCCLVCELRFSSRSSLGRHLKRQHRGVLPSPLQPGPGLPALSAPCSVCCNVGPCSVCGGSGAGGGEGPEGAGAGLGSWGLAEAAAAAAASLPPFACGACARRFDHGRELAAHWAAHTDVKPFKCPRCERDFNAPALLERHKLTHDLQGPGAPPAQAWAAGPGAGPETAGEGTAAEAGDAPLASDRRLLLGPAGG.... The miRNA is hsa-miR-6733-5p with sequence UGGGAAAGACAAACUCAGAGUU. (3) The miRNA is hsa-miR-3123 with sequence CAGAGAAUUGUUUAAUC. The protein sequence of the target gene is MRVAGGRALSRGAELRVPGGAKHGMCLLLGATGVGKTLLVKRLQEVSSRDGKGDLGEPPPTRPTVGTNLTDIVAQRKITIRELGGCMGPIWSSYYGNCRSLLFVMDASDPTQLSASCVQLLGLLSAEQLAEASVLILFNKIDLPCYMSTEEMKSLIRLPDIIACAKQNITTAEISAREGTGLAGVLAWLQATHRAND. Result: 0 (no interaction). (4) The miRNA is hsa-miR-6867-5p with sequence UGUGUGUGUAGAGGAAGAAGGGA. The protein sequence of the target gene is MGAGSSTEQRSPEQPPEGSSTPAEPEPSGGGPSAEAAPDTTADPAIAASDPATKLLQKNGQLSTINGVAEQDELSLQEGDLNGQKGALNGQGALNSQEEEEVIVTEVGQRDSEDVSKRDSDKEMATKSAVVHDITDDGQEETPEIIEQIPSSESNLEELTQPTESQANDIGFKKVFKFVGFKFTVKKDKTEKPDTVQLLTVKKDEGEGAAGAGDHKDPSLGAGEAASKESEPKQSTEKPEETLKREQSHAEISPPAESGQAVEECKEEGEEKQEKEPSKSAESPTSPVTSETGSTFKKFF.... Result: 1 (interaction). (5) The miRNA is hsa-miR-3178 with sequence GGGGCGCGGCCGGAUCG. The protein sequence of the target gene is MGLCFPCPGESAPPTPDLEEKRAKLAEAAERRQKEAASRGILDVQSVQEKRKKKEKIEKQIATSGPPPEGGLRWTVS. Result: 1 (interaction). (6) The miRNA is dme-miR-79-3p with sequence UAAAGCUAGAUUACCAAAGCAU. The protein sequence of the target gene is MAAPCFLTLRVATLAALALLSLGSSAAGHIEDQAEQFFRSGHTNNWAVLVCTSRFWFNYRHVANTLSVYRSVKRLGIPDSHIVLMLADDMACNARNPKPATVFSHKNMELNVYGDDVEVDYRSYEVTVENFLRVLTGRVPPSTPRSKRLLSDDRSNILIYMTGHGGNGFLKFQDSEEITNIELADAFEQMWQKRRYNELLFIIDTCQGASMYERFYSPNIMALASSQVGEDSLSHQPDPAIGVHLMDRYTFYVLEFLEEINPASQTNMNDLFQVCPKSLCVSTPGHRTDLFQRDPKNVLI.... Result: 0 (no interaction).